Dataset: Full USPTO retrosynthesis dataset with 1.9M reactions from patents (1976-2016). Task: Predict the reactants needed to synthesize the given product. (1) Given the product [F:13][C:14]1[C:19]([B:25]([OH:26])[OH:24])=[CH:18][C:17]([CH3:20])=[CH:16][N:15]=1, predict the reactants needed to synthesize it. The reactants are: C([Li])CCC.C(NC(C)C)(C)C.[F:13][C:14]1[CH:19]=[CH:18][C:17]([CH3:20])=[CH:16][N:15]=1.C([O:24][B:25](OC(C)C)[O:26]C(C)C)(C)C. (2) Given the product [Cl:1][C:2]1[C:3]2[N:10]([CH2:12][C:13]([CH3:15])=[O:14])[CH:9]=[CH:8][C:4]=2[N:5]=[CH:6][N:7]=1, predict the reactants needed to synthesize it. The reactants are: [Cl:1][C:2]1[C:3]2[NH:10][CH:9]=[CH:8][C:4]=2[N:5]=[CH:6][N:7]=1.Br[CH2:12][C:13]([CH3:15])=[O:14].C(=O)([O-])[O-].[K+].[K+]. (3) Given the product [C:5]1([NH:30][C:22](=[O:29])[C:23]2[CH:28]=[CH:27][CH:26]=[CH:25][CH:24]=2)[C:14]2[C:9](=[CH:10][CH:11]=[CH:12][CH:13]=2)[CH:8]=[CH:7][CH:6]=1, predict the reactants needed to synthesize it. The reactants are: S(C1C=CC(C)=CC=1)(O[C:5]1[C:14]2[C:9](=[CH:10][CH:11]=[CH:12][CH:13]=2)[CH:8]=[CH:7][CH:6]=1)(=O)=O.[C:22]([NH2:30])(=[O:29])[C:23]1[CH:28]=[CH:27][CH:26]=[CH:25][CH:24]=1.CCCCCC. (4) The reactants are: [OH:1][C:2]1[CH:11]=[CH:10][C:9]2[C:4](=[CH:5][CH:6]=[CH:7][CH:8]=2)[C:3]=1[CH:12]=[O:13].[H-].[Na+].Br[CH2:17][CH2:18][CH:19]([CH3:21])[CH3:20]. Given the product [CH2:17]([O:1][C:2]1[CH:11]=[CH:10][C:9]2[C:4](=[CH:5][CH:6]=[CH:7][CH:8]=2)[C:3]=1[CH:12]=[O:13])[CH2:18][CH:19]([CH3:21])[CH3:20], predict the reactants needed to synthesize it. (5) Given the product [CH3:7][O:8][C:9]1[CH:14]=[CH:13][C:12]([C:2]2[S:3][CH:4]=[CH:5][N:6]=2)=[CH:11][CH:10]=1, predict the reactants needed to synthesize it. The reactants are: Br[C:2]1[S:3][CH:4]=[CH:5][N:6]=1.[CH3:7][O:8][C:9]1[CH:14]=[CH:13][C:12](B(O)O)=[CH:11][CH:10]=1.C([O-])([O-])=O.[K+].[K+].